Dataset: Reaction yield outcomes from USPTO patents with 853,638 reactions. Task: Predict the reaction yield, written as a fraction of the theoretical maximum amount of product (1.0 means a 100% yield; for example, 0.34 means a 34% yield). (1) The reactants are [CH2:1]([N:8]([CH2:20][C:21]1[CH:26]=[CH:25][CH:24]=[CH:23][CH:22]=1)[CH:9]1[CH2:14][CH2:13][CH:12]([C:15]([O:17]CC)=[O:16])[CH2:11][CH2:10]1)[C:2]1[CH:7]=[CH:6][CH:5]=[CH:4][CH:3]=1.OS(O)(=O)=O.[OH-].[Na+]. The catalyst is O. The product is [CH2:20]([N:8]([CH2:1][C:2]1[CH:7]=[CH:6][CH:5]=[CH:4][CH:3]=1)[CH:9]1[CH2:14][CH2:13][CH:12]([C:15]([OH:17])=[O:16])[CH2:11][CH2:10]1)[C:21]1[CH:22]=[CH:23][CH:24]=[CH:25][CH:26]=1. The yield is 0.850. (2) The reactants are Br[CH2:2][C:3]1[C:13]([Cl:14])=[N:12][CH:11]=[CH:10][C:4]=1[C:5]([O:7]CC)=O.Cl.[CH3:16][C:17]1[C:22]([O:23][CH2:24][CH2:25][C:26]([F:29])([F:28])[F:27])=[CH:21][N:20]=[C:19]([CH:30]([NH2:32])[CH3:31])[CH:18]=1. No catalyst specified. The product is [Cl:14][C:13]1[C:3]2[CH2:2][N:32]([CH:30]([C:19]3[CH:18]=[C:17]([CH3:16])[C:22]([O:23][CH2:24][CH2:25][C:26]([F:29])([F:27])[F:28])=[CH:21][N:20]=3)[CH3:31])[C:5](=[O:7])[C:4]=2[CH:10]=[CH:11][N:12]=1. The yield is 0.630. (3) The reactants are [C:1]([O:5][C:6]([NH:8][CH2:9][CH2:10][O:11][C:12](=[O:36])[CH2:13][O:14][C:15]1[CH:20]=[CH:19][C:18]([CH2:21][CH2:22][CH2:23][CH2:24][NH:25]C(OCC2C=CC=CC=2)=O)=[CH:17][CH:16]=1)=[O:7])([CH3:4])([CH3:3])[CH3:2]. The catalyst is C(O)(=O)C.C(OCC)(=O)C.ClCCl.[OH-].[OH-].[Pd+2]. The product is [CH2:10]([O:11][C:12](=[O:36])[CH3:13])[CH3:9].[C:1]([O:5][C:6]([NH:8][CH2:9][CH2:10][O:11][C:12](=[O:36])[CH2:13][O:14][C:15]1[CH:16]=[CH:17][C:18]([CH2:21][CH2:22][CH2:23][CH2:24][NH2:25])=[CH:19][CH:20]=1)=[O:7])([CH3:4])([CH3:2])[CH3:3]. The yield is 0.840. (4) The reactants are [C:1]1([C:7]([C:15]2[CH:20]=[CH:19][CH:18]=[CH:17][CH:16]=2)([C:9]2[CH:14]=[CH:13][CH:12]=[CH:11][CH:10]=2)[SH:8])[CH:6]=[CH:5][CH:4]=[CH:3][CH:2]=1.[CH3:21][O:22][C:23]([C@@H:25]1[CH2:29][C@H:28](Cl)[CH2:27][N:26]1[C:31]([O:33][C:34]([CH3:37])([CH3:36])[CH3:35])=[O:32])=[O:24]. The catalyst is CN(C=O)C. The product is [CH3:21][O:22][C:23]([C@@H:25]1[CH2:29][C@@H:28]([S:8][C:7]([C:1]2[CH:2]=[CH:3][CH:4]=[CH:5][CH:6]=2)([C:9]2[CH:10]=[CH:11][CH:12]=[CH:13][CH:14]=2)[C:15]2[CH:16]=[CH:17][CH:18]=[CH:19][CH:20]=2)[CH2:27][N:26]1[C:31]([O:33][C:34]([CH3:37])([CH3:36])[CH3:35])=[O:32])=[O:24]. The yield is 0.870. (5) The reactants are [CH3:1][N:2]1[C:6]([CH2:7][NH2:8])=[CH:5][N:4]=[CH:3]1.[CH2:9]([O:16][C:17]1[CH:22]=[CH:21][N:20]([C:23]2[S:24][C:25]([C:29](O)=[O:30])=[C:26]([CH3:28])[N:27]=2)[C:19](=[O:32])[CH:18]=1)[C:10]1[CH:15]=[CH:14][CH:13]=[CH:12][CH:11]=1. No catalyst specified. The product is [CH2:9]([O:16][C:17]1[CH:22]=[CH:21][N:20]([C:23]2[S:24][C:25]([C:29]([NH:8][CH2:7][C:6]3[N:2]([CH3:1])[CH:3]=[N:4][CH:5]=3)=[O:30])=[C:26]([CH3:28])[N:27]=2)[C:19](=[O:32])[CH:18]=1)[C:10]1[CH:15]=[CH:14][CH:13]=[CH:12][CH:11]=1. The yield is 0.520. (6) The reactants are [C:1]([C:5]1[N:6]([CH3:27])[CH:7]=[C:8]([C:10]2[CH:15]=[CH:14][N:13]=[C:12]3[N:16](OCC[Si](C)(C)C)[C:17](C)=[CH:18][C:11]=23)[N:9]=1)([CH3:4])([CH3:3])[CH3:2].[C:28]([OH:34])([C:30]([F:33])([F:32])[F:31])=[O:29].CO.[NH4+].[OH-]. No catalyst specified. The product is [F:31][C:30]([F:33])([F:32])[C:28]([OH:34])=[O:29].[C:1]([C:5]1[N:6]([CH3:27])[CH:7]=[C:8]([C:10]2[CH:15]=[CH:14][N:13]=[C:12]3[NH:16][CH:17]=[CH:18][C:11]=23)[N:9]=1)([CH3:4])([CH3:2])[CH3:3]. The yield is 0.900.